Dataset: Catalyst prediction with 721,799 reactions and 888 catalyst types from USPTO. Task: Predict which catalyst facilitates the given reaction. Reactant: Cl[C:2]1[CH:7]=[N:6][CH:5]=[C:4]([C:8]2[CH:13]=[CH:12][C:11]([F:14])=[CH:10][CH:9]=2)[N:3]=1.[NH2:15][NH2:16]. Product: [F:14][C:11]1[CH:12]=[CH:13][C:8]([C:4]2[NH:3]/[C:2](=[N:15]\[NH2:16])/[CH:7]=[N:6][CH:5]=2)=[CH:9][CH:10]=1. The catalyst class is: 38.